Predict which catalyst facilitates the given reaction. From a dataset of Catalyst prediction with 721,799 reactions and 888 catalyst types from USPTO. Reactant: [CH3:1][C:2]1[C:7]([C:8]#[N:9])=[CH:6][N:5]=[CH:4][CH:3]=1.S(Cl)([Cl:13])(=O)=O.C(Cl)Cl. Product: [Cl:13][CH2:1][C:2]1[C:7]([C:8]#[N:9])=[CH:6][N:5]=[CH:4][CH:3]=1. The catalyst class is: 340.